Dataset: Reaction yield outcomes from USPTO patents with 853,638 reactions. Task: Predict the reaction yield, written as a fraction of the theoretical maximum amount of product (1.0 means a 100% yield; for example, 0.34 means a 34% yield). (1) The reactants are [F:1][C:2]1[CH:9]=[CH:8][C:5]([CH:6]=O)=[CH:4][CH:3]=1.Cl.[NH2:11][OH:12].[OH-].[Na+]. The catalyst is C(O)C.O. The product is [F:1][C:2]1[CH:9]=[CH:8][C:5](/[CH:6]=[N:11]\[OH:12])=[CH:4][CH:3]=1. The yield is 0.840. (2) The reactants are Cl.[NH:2]([C:4]1[CH:9]=[CH:8][CH:7]=[CH:6][C:5]=1[N:10]([CH3:12])[CH3:11])[NH2:3].[Cl:13][C:14]1[CH:19]=[CH:18][C:17]([C:20](=O)[CH2:21][C:22]([CH:24]2[CH2:29][C:28]([CH3:31])([CH3:30])[O:27][C:26]([CH3:33])([CH3:32])[CH2:25]2)=O)=[CH:16][CH:15]=1.C(N(CC)CC)C. The yield is 0.470. The catalyst is CO.CCOC(C)=O. The product is [Cl:13][C:14]1[CH:15]=[CH:16][C:17]([C:20]2[N:2]([C:4]3[CH:9]=[CH:8][CH:7]=[CH:6][C:5]=3[N:10]([CH3:12])[CH3:11])[N:3]=[C:22]([CH:24]3[CH2:25][C:26]([CH3:33])([CH3:32])[O:27][C:28]([CH3:31])([CH3:30])[CH2:29]3)[CH:21]=2)=[CH:18][CH:19]=1. (3) The reactants are [Cl:1][C:2]1[CH:24]=[CH:23][C:5]([O:6][CH2:7][C:8]([N:10]2[CH2:15][CH2:14][N:13](C(OC(C)(C)C)=O)[CH2:12][CH2:11]2)=[O:9])=[CH:4][CH:3]=1.C(O)(C(F)(F)F)=O. The product is [Cl:1][C:2]1[CH:3]=[CH:4][C:5]([O:6][CH2:7][C:8]([N:10]2[CH2:15][CH2:14][NH:13][CH2:12][CH2:11]2)=[O:9])=[CH:23][CH:24]=1. The catalyst is ClCCl. The yield is 0.720. (4) The reactants are C([O-])(=O)C.C([O-])(=O)C.[CH3:9][O:10][C:11]1[CH:16]=[CH:15][C:14]([IH+:17])=[CH:13][CH:12]=1.[CH3:18][O:19][C:20]1[CH:25]=[CH:24][C:23]([IH+])=[CH:22][CH:21]=1.[F:27][C:28]([F:33])([F:32])[C:29]([OH:31])=[O:30].C1(OC)C=CC=CC=1. The catalyst is ClCCl. The product is [F:27][C:28]([F:33])([F:32])[C:29]([O-:31])=[O:30].[CH3:9][O:10][C:11]1[CH:16]=[CH:15][C:14]([I+:17][C:23]2[CH:24]=[CH:25][C:20]([O:19][CH3:18])=[CH:21][CH:22]=2)=[CH:13][CH:12]=1. The yield is 0.710. (5) The reactants are [Cl:1][C:2]1[CH:7]=[CH:6][C:5]([OH:8])=[CH:4][N:3]=1.[C:9]([N:16]1[CH2:21][CH2:20][CH:19](O)[CH2:18][CH2:17]1)([O:11][C:12]([CH3:15])([CH3:14])[CH3:13])=[O:10].C1(P(C2C=CC=CC=2)C2C=CC=CC=2)C=CC=CC=1.CC(OC(/N=N/C(OC(C)C)=O)=O)C. The catalyst is C1COCC1.CCOC(C)=O. The product is [C:12]([O:11][C:9]([N:16]1[CH2:21][CH2:20][CH:19]([O:8][C:5]2[CH:4]=[N:3][C:2]([Cl:1])=[CH:7][CH:6]=2)[CH2:18][CH2:17]1)=[O:10])([CH3:15])([CH3:13])[CH3:14]. The yield is 0.470. (6) The reactants are [C:1]([O:5][C:6](=[O:22])[C:7]([S:10][C:11]1[CH:20]=[CH:19][C:18]2[CH2:17][CH:16]([NH2:21])[CH2:15][CH2:14][C:13]=2[CH:12]=1)([CH3:9])[CH3:8])([CH3:4])([CH3:3])[CH3:2].CCN(C(C)C)C(C)C.[C:32](Cl)(=[O:34])[CH3:33]. The yield is 0.320. The catalyst is C(Cl)Cl. The product is [C:1]([O:5][C:6](=[O:22])[C:7]([S:10][C:11]1[CH:20]=[CH:19][C:18]2[CH2:17][CH:16]([NH:21][C:32](=[O:34])[CH3:33])[CH2:15][CH2:14][C:13]=2[CH:12]=1)([CH3:9])[CH3:8])([CH3:2])([CH3:3])[CH3:4]. (7) The reactants are [CH2:1]([C:8]1[CH:20]=[CH:19][C:11]([O:12][CH2:13][C@H:14]2[CH2:18][CH2:17][CH2:16][NH:15]2)=[CH:10][CH:9]=1)[C:2]1[CH:7]=[CH:6][CH:5]=[CH:4][CH:3]=1.C(N(CC)CC)C.Br[CH2:29][CH2:30][CH2:31][C:32]([O:34][CH3:35])=[O:33].O. The catalyst is ClCCl. The product is [CH3:35][O:34][C:32](=[O:33])[CH2:31][CH2:30][CH2:29][N:15]1[CH2:16][CH2:17][CH2:18][C@@H:14]1[CH2:13][O:12][C:11]1[CH:19]=[CH:20][C:8]([CH2:1][C:2]2[CH:3]=[CH:4][CH:5]=[CH:6][CH:7]=2)=[CH:9][CH:10]=1. The yield is 0.240. (8) The reactants are [S:1]1[C:5]2[CH:6]=[C:7]([C:10]3[C:15]([CH:16]([CH2:21][CH2:22][CH3:23])[C:17]([O:19]C)=[O:18])=[C:14]([CH3:24])[N:13]=[C:12]([C:25]4[CH:30]=[CH:29][CH:28]=[CH:27][CH:26]=4)[N:11]=3)[CH:8]=[CH:9][C:4]=2[N:3]=[CH:2]1.[I-].[Li+]. The catalyst is N1C=CC=CC=1. The product is [S:1]1[C:5]2[CH:6]=[C:7]([C:10]3[C:15]([CH:16]([CH2:21][CH2:22][CH3:23])[C:17]([OH:19])=[O:18])=[C:14]([CH3:24])[N:13]=[C:12]([C:25]4[CH:26]=[CH:27][CH:28]=[CH:29][CH:30]=4)[N:11]=3)[CH:8]=[CH:9][C:4]=2[N:3]=[CH:2]1. The yield is 0.350.